This data is from Catalyst prediction with 721,799 reactions and 888 catalyst types from USPTO. The task is: Predict which catalyst facilitates the given reaction. (1) Reactant: C(N1C=CN=C1)(N1C=CN=C1)=O.[CH3:13][O:14][C:15]1[CH:23]=[C:22]([N:24]2[CH2:29][CH2:28][O:27][CH2:26][CH2:25]2)[CH:21]=[CH:20][C:16]=1[C:17]([OH:19])=O.[NH2:30][C@H:31]1[CH2:36][C:35]2[C:37]([N:41]3[CH2:46][CH2:45][N:44]([CH3:47])[CH2:43][CH2:42]3)=[CH:38][CH:39]=[CH:40][C:34]=2[O:33][CH2:32]1. Product: [CH3:47][N:44]1[CH2:45][CH2:46][N:41]([C:37]2[C:35]3[CH2:36][C@H:31]([NH:30][C:17](=[O:19])[C:16]4[CH:20]=[CH:21][C:22]([N:24]5[CH2:29][CH2:28][O:27][CH2:26][CH2:25]5)=[CH:23][C:15]=4[O:14][CH3:13])[CH2:32][O:33][C:34]=3[CH:40]=[CH:39][CH:38]=2)[CH2:42][CH2:43]1. The catalyst class is: 9. (2) Reactant: [NH2:1][CH:2]1[CH2:7][CH2:6][N:5]([C:8]([O:10][C:11]([CH3:14])([CH3:13])[CH3:12])=[O:9])[CH2:4][CH2:3]1.Br[CH2:16][CH:17]([O:20][CH3:21])[O:18][CH3:19].C(=O)([O-])[O-].[K+].[K+]. Product: [CH3:19][O:18][CH:17]([O:20][CH3:21])[CH2:16][NH:1][CH:2]1[CH2:3][CH2:4][N:5]([C:8]([O:10][C:11]([CH3:14])([CH3:13])[CH3:12])=[O:9])[CH2:6][CH2:7]1. The catalyst class is: 10. (3) Reactant: Cl.[NH:2]1[CH2:6][CH2:5][CH2:4][C@@H:3]1[C:7]([NH:9][C@H:10]([C:12]1[CH:21]=[CH:20][C:15]([C:16]([O:18][CH3:19])=[O:17])=[CH:14][CH:13]=1)[CH3:11])=[O:8].C([O-])([O-])=O.[K+].[K+].Br[CH2:29][CH2:30][O:31][C:32]1[CH:37]=[CH:36][C:35]([F:38])=[CH:34][CH:33]=1. Product: [F:38][C:35]1[CH:36]=[CH:37][C:32]([O:31][CH2:30][CH2:29][N:2]2[CH2:6][CH2:5][CH2:4][C@@H:3]2[C:7]([NH:9][C@H:10]([C:12]2[CH:13]=[CH:14][C:15]([C:16]([O:18][CH3:19])=[O:17])=[CH:20][CH:21]=2)[CH3:11])=[O:8])=[CH:33][CH:34]=1. The catalyst class is: 31. (4) Reactant: [Cl:1][C:2]1[CH:7]=[C:6]([Cl:8])[CH:5]=[CH:4][C:3]=1[C:9]1[N:10]=[C:11]([CH2:28][CH3:29])[C:12]([NH:17][C@@H]2C3C(=CC=CC=3)C[C@@H]2O)=[N:13][C:14]=1[CH2:15][CH3:16].BrC1N=C(CC)C(N[CH:40]2[C:49]3[C:44](=[CH:45][C:46]([O:50][CH3:51])=[CH:47][CH:48]=3)[CH2:43][CH2:42][CH2:41]2)=NC=1CC. Product: [Cl:1][C:2]1[CH:7]=[C:6]([Cl:8])[CH:5]=[CH:4][C:3]=1[C:9]1[N:10]=[C:11]([CH2:28][CH3:29])[C:12]([NH:17][CH:40]2[C:49]3[C:44](=[CH:45][C:46]([O:50][CH3:51])=[CH:47][CH:48]=3)[CH2:43][CH2:42][CH2:41]2)=[N:13][C:14]=1[CH2:15][CH3:16]. The catalyst class is: 276.